This data is from Reaction yield outcomes from USPTO patents with 853,638 reactions. The task is: Predict the reaction yield, written as a fraction of the theoretical maximum amount of product (1.0 means a 100% yield; for example, 0.34 means a 34% yield). (1) The reactants are C([O:3][C:4]([C:6]1[CH:7]=[C:8]2[C:13](=[CH:14][CH:15]=1)[NH:12][CH:11]([C:16]1[CH:21]=[C:20]([N:22]3[CH2:27][CH2:26][NH:25][CH2:24][CH2:23]3)[CH:19]=[C:18]([F:28])[CH:17]=1)[C:10]([CH3:30])([CH3:29])[CH2:9]2)=[O:5])C.O.[OH-].[Li+].O.Cl. The catalyst is CO.O1CCCC1. The product is [F:28][C:18]1[CH:17]=[C:16]([CH:11]2[C:10]([CH3:29])([CH3:30])[CH2:9][C:8]3[C:13](=[CH:14][CH:15]=[C:6]([C:4]([OH:5])=[O:3])[CH:7]=3)[NH:12]2)[CH:21]=[C:20]([N:22]2[CH2:27][CH2:26][NH:25][CH2:24][CH2:23]2)[CH:19]=1. The yield is 0.300. (2) The reactants are [NH2:1][C:2]1[N:6]([CH3:7])[C:5](=[O:8])[C:4]([C:20]2[CH:25]=[CH:24][C:23]([O:26][CH:27]([F:29])[F:28])=[CH:22][CH:21]=2)([C:9]2[CH:14]=[CH:13][CH:12]=[C:11]([C:15]#[C:16][CH2:17][O:18][CH3:19])[CH:10]=2)[N:3]=1. The catalyst is C(O)C.N1C2C(=CC=CC=2)C=CC=1.[Pd].CC([O-])=O.CC([O-])=O.[Pb+2]. The product is [NH2:1][C:2]1[N:6]([CH3:7])[C:5](=[O:8])[C:4]([C:20]2[CH:21]=[CH:22][C:23]([O:26][CH:27]([F:29])[F:28])=[CH:24][CH:25]=2)([C:9]2[CH:14]=[CH:13][CH:12]=[C:11](/[CH:15]=[CH:16]\[CH2:17][O:18][CH3:19])[CH:10]=2)[N:3]=1. The yield is 0.500. (3) The reactants are [CH2:1]([O:3][C:4]1[C:16]([CH:17]([CH3:19])[CH3:18])=[CH:15][CH:14]=[CH:13][C:5]=1[CH2:6][N:7](C)[C:8](=[O:11])[CH:9]=[CH2:10])[CH3:2].[CH:20](N(C(C)C)CC)(C)C.Br[C:30]1[CH:50]=[N:49][C:33]2[NH:34][C:35](=[O:48])[CH2:36][N:37]([CH2:39][C:40]3[CH:45]=[CH:44][C:43]([O:46][CH3:47])=[CH:42][CH:41]=3)[CH2:38][C:32]=2[CH:31]=1.CC1C=CC=CC=1P(C1C=CC=CC=1C)C1C=CC=CC=1C. The catalyst is C(#N)CC.CN(C=O)C.CC([O-])=O.CC([O-])=O.[Pd+2]. The product is [CH2:1]([O:3][C:4]1[C:16]([CH:17]([CH3:18])[CH3:19])=[CH:15][CH:14]=[CH:13][C:5]=1[CH2:6][NH:7][C:8](=[O:11])/[C:9](/[CH3:10])=[CH:20]/[C:30]1[CH:50]=[N:49][C:33]2[NH:34][C:35](=[O:48])[CH2:36][N:37]([CH2:39][C:40]3[CH:45]=[CH:44][C:43]([O:46][CH3:47])=[CH:42][CH:41]=3)[CH2:38][C:32]=2[CH:31]=1)[CH3:2]. The yield is 0.440. (4) The yield is 0.780. The product is [CH2:21]([C@H:20]1[N:3]2[C@@H:4]([S:5][CH2:6][CH2:7][C@H:8]([NH:9][C:10](=[O:16])[O:11][C:12]([CH3:15])([CH3:14])[CH3:13])[C:2]2=[O:1])[CH2:17][CH2:18][CH2:19]1)[CH3:22]. The catalyst is CO.[Pd]. The reactants are [O:1]=[C:2]1[C@@H:8]([NH:9][C:10](=[O:16])[O:11][C:12]([CH3:15])([CH3:14])[CH3:13])[CH2:7][CH2:6][S:5][C@H:4]2[CH2:17][CH2:18][CH2:19][C@@H:20]([CH:21]=[CH2:22])[N:3]12.[H][H]. (5) The reactants are [C:1]1([CH:7]([C:22]2[CH:27]=[CH:26][CH:25]=[CH:24][CH:23]=2)[N:8]2[CH2:11][C:10]([NH:14][CH2:15][C:16]3[CH:21]=[CH:20][CH:19]=[CH:18][CH:17]=3)([C:12]#N)[CH2:9]2)[CH:6]=[CH:5][CH:4]=[CH:3][CH:2]=1.[OH-:28].[Na+].[OH2:30].Cl. The catalyst is C(O)C. The product is [C:1]1([CH:7]([C:22]2[CH:27]=[CH:26][CH:25]=[CH:24][CH:23]=2)[N:8]2[CH2:11][C:10]([NH:14][CH2:15][C:16]3[CH:21]=[CH:20][CH:19]=[CH:18][CH:17]=3)([C:12]([OH:30])=[O:28])[CH2:9]2)[CH:6]=[CH:5][CH:4]=[CH:3][CH:2]=1. The yield is 0.880. (6) The reactants are [F:1][C:2]1[CH:7]=[CH:6][C:5]([C:8]([F:11])([F:10])[F:9])=[CH:4][C:3]=1[N+:12]([O-])=O.[CH:15]([Mg]Br)=[CH2:16].[NH4+].[Cl-]. The catalyst is C1COCC1. The product is [F:1][C:2]1[CH:7]=[CH:6][C:5]([C:8]([F:11])([F:10])[F:9])=[C:4]2[C:3]=1[NH:12][CH:16]=[CH:15]2. The yield is 0.190.